This data is from NCI-60 drug combinations with 297,098 pairs across 59 cell lines. The task is: Regression. Given two drug SMILES strings and cell line genomic features, predict the synergy score measuring deviation from expected non-interaction effect. (1) Drug 1: CN(C)C1=NC(=NC(=N1)N(C)C)N(C)C. Drug 2: CCC1=C2CN3C(=CC4=C(C3=O)COC(=O)C4(CC)O)C2=NC5=C1C=C(C=C5)O. Cell line: SK-MEL-2. Synergy scores: CSS=16.8, Synergy_ZIP=-3.22, Synergy_Bliss=-0.614, Synergy_Loewe=-22.2, Synergy_HSA=-3.59. (2) Drug 1: CC(C1=C(C=CC(=C1Cl)F)Cl)OC2=C(N=CC(=C2)C3=CN(N=C3)C4CCNCC4)N. Drug 2: COC1=NC(=NC2=C1N=CN2C3C(C(C(O3)CO)O)O)N. Cell line: UACC62. Synergy scores: CSS=4.20, Synergy_ZIP=-0.129, Synergy_Bliss=-1.94, Synergy_Loewe=-31.7, Synergy_HSA=-3.52.